Dataset: Forward reaction prediction with 1.9M reactions from USPTO patents (1976-2016). Task: Predict the product of the given reaction. (1) Given the reactants [CH:1]12[CH2:10][CH:5]3[CH2:6][CH:7]([CH2:9][CH:3]([CH2:4]3)[CH:2]1[N:11]1[C:14](=[O:15])[C:13]([CH3:17])([CH3:16])[NH:12]1)[CH2:8]2.Br[CH2:19][C:20]1[CH:29]=[CH:28][C:27]2[C:22](=[CH:23][CH:24]=[CH:25][CH:26]=2)[CH:21]=1, predict the reaction product. The product is: [CH3:16][C:13]1([CH3:17])[N:12]([CH2:19][C:20]2[CH:29]=[CH:28][C:27]3[C:22](=[CH:23][CH:24]=[CH:25][CH:26]=3)[CH:21]=2)[N:11]([CH:2]2[CH:3]3[CH2:4][CH:5]4[CH2:6][CH:7]([CH2:8][CH:1]2[CH2:10]4)[CH2:9]3)[C:14]1=[O:15]. (2) Given the reactants [CH2:1]=[O:2].[C:3]1(O)C=CC=CC=1.S(=O)(=O)(O)O.[C:15]1([CH3:22])[CH:20]=[CH:19][CH:18]=[C:17](C)[CH:16]=1, predict the reaction product. The product is: [C:15]1([CH3:22])[CH:16]=[CH:17][CH:18]=[C:19]([CH:1]=[O:2])[C:20]=1[CH3:3]. (3) Given the reactants BrCC[N:4]1[C:8](=[O:9])[C:7]2=[CH:10][CH:11]=[CH:12][CH:13]=[C:6]2[C:5]1=[O:14].C(N(CC)CC)C.C(OCC)(=O)C, predict the reaction product. The product is: [C:8]1(=[O:9])[NH:4][C:5](=[O:14])[C:6]2=[CH:13][CH:12]=[CH:11][CH:10]=[C:7]12. (4) Given the reactants [NH2:1][C:2]1[S:3][C:4]2[C:9]([N:10]=1)=[CH:8][CH:7]=[C:6](O)[N:5]=2.[F-].[Cs+].[CH2:14](I)[CH3:15].CN(C)C=[O:20], predict the reaction product. The product is: [CH2:14]([O:20][NH:1][C:2]1[S:3][C:4]2[C:9]([N:10]=1)=[CH:8][CH:7]=[CH:6][N:5]=2)[CH3:15]. (5) Given the reactants [OH:1][C@H:2]1[CH2:7][CH2:6][C@H:5]([N:8]2[C:16](=[O:17])[C:15]3[C:10](=[CH:11][CH:12]=[CH:13][CH:14]=3)[C:9]2=[O:18])[CH2:4][CH2:3]1.C1(P(C2C=CC=CC=2)C2C=CC=CC=2)C=CC=CC=1.[N+:38]([C:41]1[CH:49]=[CH:48][C:44]([C:45](O)=[O:46])=[CH:43][CH:42]=1)([O-:40])=[O:39].N(C(OC(C)C)=O)=NC(OC(C)C)=O, predict the reaction product. The product is: [O:17]=[C:16]1[C:15]2[C:10](=[CH:11][CH:12]=[CH:13][CH:14]=2)[C:9](=[O:18])[N:8]1[C@H:5]1[CH2:4][CH2:3][C@H:2]([O:1][C:45](=[O:46])[C:44]2[CH:43]=[CH:42][C:41]([N+:38]([O-:40])=[O:39])=[CH:49][CH:48]=2)[CH2:7][CH2:6]1. (6) Given the reactants [Cl:1][C:2]1[N:3]=[C:4]([C:9]([NH:11][C@H:12]2[CH2:17][CH2:16][N:15]([C:18]([O:20]C(C)(C)C)=O)[CH2:14][C@H:13]2[O:25][CH3:26])=[O:10])[NH:5][C:6]=1[CH2:7][CH3:8].Cl.C(OCC)(=O)C.[CH2:34]([O:36][C:37](=[O:43])/[CH:38]=[CH:39]/C(O)=O)[CH3:35].CCN=C=NCCCN(C)C.Cl.Cl, predict the reaction product. The product is: [Cl:1][C:2]1[N:3]=[C:4]([C:9]([NH:11][C@H:12]2[CH2:17][CH2:16][N:15]([C:18](=[O:20])/[CH:39]=[CH:38]/[C:37]([O:36][CH2:34][CH3:35])=[O:43])[CH2:14][C@H:13]2[O:25][CH3:26])=[O:10])[NH:5][C:6]=1[CH2:7][CH3:8]. (7) Given the reactants [Cl:1][C:2]1[CH:3]=[C:4]([N:9]([CH2:19][C:20]2[NH:21][NH:22][C:23](=[O:25])[CH:24]=2)S(C2C=CC=CC=2)(=O)=O)[CH:5]=[C:6]([Cl:8])[CH:7]=1.OC1C=CC(C(O)=O)=CC=1.Br, predict the reaction product. The product is: [Cl:1][C:2]1[CH:3]=[C:4]([NH:9][CH2:19][C:20]2[NH:21][NH:22][C:23](=[O:25])[CH:24]=2)[CH:5]=[C:6]([Cl:8])[CH:7]=1.